Task: Regression/Classification. Given a drug SMILES string, predict its toxicity properties. Task type varies by dataset: regression for continuous values (e.g., LD50, hERG inhibition percentage) or binary classification for toxic/non-toxic outcomes (e.g., AMES mutagenicity, cardiotoxicity, hepatotoxicity). Dataset: skin_reaction.. Dataset: Skin sensitization/reaction prediction data (1) The molecule is Nc1cccc(N)c1. The result is 1 (causes skin reaction). (2) The drug is CCCCc1ccc(C(=O)CC(=O)c2cc(C)c(C)c(C)c2C)cc1. The result is 0 (no skin reaction).